From a dataset of Full USPTO retrosynthesis dataset with 1.9M reactions from patents (1976-2016). Predict the reactants needed to synthesize the given product. The reactants are: Cl[C:2]1[C:11]2[CH2:10][CH2:9][CH2:8][CH2:7][C:6]=2[N:5]=[C:4]([NH2:12])[N:3]=1.[CH2:13]([NH2:17])[CH2:14][CH2:15][CH3:16]. Given the product [NH2:12][C:4]1[N:3]=[C:2]([NH:17][CH2:13][CH2:14][CH2:15][CH3:16])[C:11]2[CH2:10][CH2:9][CH2:8][CH2:7][C:6]=2[N:5]=1, predict the reactants needed to synthesize it.